This data is from NCI-60 drug combinations with 297,098 pairs across 59 cell lines. The task is: Regression. Given two drug SMILES strings and cell line genomic features, predict the synergy score measuring deviation from expected non-interaction effect. (1) Drug 1: CC(C1=C(C=CC(=C1Cl)F)Cl)OC2=C(N=CC(=C2)C3=CN(N=C3)C4CCNCC4)N. Drug 2: C1=CC=C(C=C1)NC(=O)CCCCCCC(=O)NO. Cell line: HCT116. Synergy scores: CSS=48.0, Synergy_ZIP=-8.93, Synergy_Bliss=-2.82, Synergy_Loewe=-3.41, Synergy_HSA=-1.63. (2) Drug 1: CCC1(CC2CC(C3=C(CCN(C2)C1)C4=CC=CC=C4N3)(C5=C(C=C6C(=C5)C78CCN9C7C(C=CC9)(C(C(C8N6C)(C(=O)OC)O)OC(=O)C)CC)OC)C(=O)OC)O.OS(=O)(=O)O. Drug 2: C1CC(=O)NC(=O)C1N2C(=O)C3=CC=CC=C3C2=O. Cell line: HOP-92. Synergy scores: CSS=-2.52, Synergy_ZIP=2.11, Synergy_Bliss=0.250, Synergy_Loewe=0.606, Synergy_HSA=-1.16. (3) Drug 1: CC12CCC(CC1=CCC3C2CCC4(C3CC=C4C5=CN=CC=C5)C)O. Drug 2: CN1C(=O)N2C=NC(=C2N=N1)C(=O)N. Cell line: U251. Synergy scores: CSS=8.56, Synergy_ZIP=-4.15, Synergy_Bliss=-5.39, Synergy_Loewe=-8.61, Synergy_HSA=-3.86. (4) Drug 1: CN(C)C1=NC(=NC(=N1)N(C)C)N(C)C. Drug 2: CN1C(=O)N2C=NC(=C2N=N1)C(=O)N. Cell line: NCI-H226. Synergy scores: CSS=10.0, Synergy_ZIP=4.67, Synergy_Bliss=12.1, Synergy_Loewe=8.72, Synergy_HSA=9.11.